This data is from Reaction yield outcomes from USPTO patents with 853,638 reactions. The task is: Predict the reaction yield, written as a fraction of the theoretical maximum amount of product (1.0 means a 100% yield; for example, 0.34 means a 34% yield). (1) The reactants are [CH2:1]([C:4]1[N:8]([CH2:9][C:10]2[CH:27]=[CH:26][C:13]3/[C:14](=[CH:23]/[C:24]#[N:25])/[C:15]4[CH:22]=[CH:21][CH:20]=[CH:19][C:16]=4[CH2:17][CH2:18][C:12]=3[CH:11]=2)[C:7]2[CH:28]=[CH:29][CH:30]=[CH:31][C:6]=2[N:5]=1)[CH2:2][CH3:3].C[Si]([N:36]=[N+:37]=[N-:38])(C)C.C([Sn](=O)CCCC)CCC. The catalyst is C1(C)C=CC=CC=1. The product is [CH2:1]([C:4]1[N:8]([CH2:9][C:10]2[CH:27]=[CH:26][C:13]3/[C:14](=[CH:23]/[C:24]4[NH:38][N:37]=[N:36][N:25]=4)/[C:15]4[CH:22]=[CH:21][CH:20]=[CH:19][C:16]=4[CH2:17][CH2:18][C:12]=3[CH:11]=2)[C:7]2[CH:28]=[CH:29][CH:30]=[CH:31][C:6]=2[N:5]=1)[CH2:2][CH3:3]. The yield is 0.500. (2) The reactants are [Cl:1][C:2]1[CH:3]=[C:4]([CH:20]=[C:21]([Cl:23])[CH:22]=1)[CH2:5][N:6]1[CH:10]=[CH:9][N:8]=[C:7]1[NH:11][C:12](=O)[C:13]1[CH:18]=[CH:17][CH:16]=[CH:15][CH:14]=1.[H-].[H-].[H-].[H-].[Li+].[Al+3].[O-]S([O-])(=O)=O.[Na+].[Na+]. The catalyst is C1COCC1.C(Cl)Cl.O. The product is [CH2:12]([NH:11][C:7]1[N:6]([CH2:5][C:4]2[CH:20]=[C:21]([Cl:23])[CH:22]=[C:2]([Cl:1])[CH:3]=2)[CH:10]=[CH:9][N:8]=1)[C:13]1[CH:18]=[CH:17][CH:16]=[CH:15][CH:14]=1. The yield is 0.0700. (3) The reactants are [Si:1]([O:8][C@@H:9]1[C@H:13]([CH2:14][O:15][Si](C(C)(C)C)(C)C)[CH2:12][C@@H:11]([NH:23][C:24]2[CH:29]=[C:28]([NH:30][C@@H:31]3[C:39]4[C:34](=[CH:35][CH:36]=[CH:37][CH:38]=4)[CH2:33][C@@H:32]3[O:40][CH3:41])[N:27]=[CH:26][N:25]=2)[CH2:10]1)([C:4]([CH3:7])([CH3:6])[CH3:5])([CH3:3])[CH3:2].CC(O)=O. The catalyst is C1COCC1.O. The product is [Si:1]([O:8][C@@H:9]1[CH2:10][C@@H:11]([NH:23][C:24]2[CH:29]=[C:28]([NH:30][C@H:31]3[C:39]4[C:34](=[CH:35][CH:36]=[CH:37][CH:38]=4)[CH2:33][C@H:32]3[O:40][CH3:41])[N:27]=[CH:26][N:25]=2)[CH2:12][C@@H:13]1[CH2:14][OH:15])([C:4]([CH3:7])([CH3:5])[CH3:6])([CH3:3])[CH3:2]. The yield is 0.740.